The task is: Binary Classification. Given a miRNA mature sequence and a target amino acid sequence, predict their likelihood of interaction.. This data is from Experimentally validated miRNA-target interactions with 360,000+ pairs, plus equal number of negative samples. The miRNA is hsa-miR-5003-5p with sequence UCACAACAACCUUGCAGGGUAGA. The protein sequence of the target gene is MWKDLPQNVPRIPRIQVPAAAADNSLLKDLNQGQRCYLYSIMRIYDSRPQWKALQTRYIHSLGYQQHLGYITQQEALSCAAVLRHSTMRASATVAPQRTILPRVFSHAKKGQPAKPGFRVGSRASLHSMLSTKTLDKA. Result: 0 (no interaction).